From a dataset of Forward reaction prediction with 1.9M reactions from USPTO patents (1976-2016). Predict the product of the given reaction. Given the reactants [OH-].[Na+].C([O:5][C:6](=[O:17])[C:7]1[CH:12]=[CH:11][C:10]([F:13])=[CH:9][C:8]=1[O:14][CH2:15][CH3:16])C, predict the reaction product. The product is: [CH2:15]([O:14][C:8]1[CH:9]=[C:10]([F:13])[CH:11]=[CH:12][C:7]=1[C:6]([OH:17])=[O:5])[CH3:16].